Dataset: Forward reaction prediction with 1.9M reactions from USPTO patents (1976-2016). Task: Predict the product of the given reaction. (1) The product is: [Cl:22][C:5]1[C:6](=[O:21])[N:7]([C:10]2[CH:15]=[CH:14][C:13]([O:16][C:17]([F:20])([F:19])[F:18])=[CH:12][CH:11]=2)[N:8]([CH3:9])[C:4]=1[CH:2]([N:33]1[CH2:32][CH2:31][N:30]([C:28]2[CH:29]=[C:24]([Cl:23])[CH:25]=[CH:26][C:27]=2[O:36][CH3:37])[CH2:35][CH2:34]1)[CH3:3]. Given the reactants Br[CH:2]([C:4]1[N:8]([CH3:9])[N:7]([C:10]2[CH:15]=[CH:14][C:13]([O:16][C:17]([F:20])([F:19])[F:18])=[CH:12][CH:11]=2)[C:6](=[O:21])[C:5]=1[Cl:22])[CH3:3].[Cl:23][C:24]1[CH:25]=[CH:26][C:27]([O:36][CH3:37])=[C:28]([N:30]2[CH2:35][CH2:34][NH:33][CH2:32][CH2:31]2)[CH:29]=1.C(=O)([O-])[O-].[K+].[K+], predict the reaction product. (2) The product is: [CH3:21][O:20][C:15]1[C:16]([O:18][CH3:19])=[CH:17][C:2]2[NH:1][C:25](=[O:27])[CH2:24][N:36]=[C:4]([C:6]3[CH:7]=[C:8]([CH:11]=[CH:12][CH:13]=3)[C:9]#[N:10])[C:3]=2[CH:14]=1. Given the reactants [NH2:1][C:2]1[CH:17]=[C:16]([O:18][CH3:19])[C:15]([O:20][CH3:21])=[CH:14][C:3]=1[C:4]([C:6]1[CH:7]=[C:8]([CH:11]=[CH:12][CH:13]=1)[C:9]#[N:10])=O.[Br-].Br[CH2:24][C:25]([O-:27])=O.C([O-])([O-])=O.[Na+].[Na+].CO.[NH3:36], predict the reaction product. (3) Given the reactants [Cl:1][C:2]1[CH:3]=[CH:4][C:5]([F:29])=[C:6]([C:8]2[N:13]=[C:12]([NH:14][C:15]3[C:20]([C:21](O)=[O:22])=[CH:19][N:18]=[CH:17][CH:16]=3)[C:11]3[CH2:24][C:25]([CH3:28])([CH3:27])[CH2:26][C:10]=3[N:9]=2)[CH:7]=1.C(N1C=CN=C1)([N:32]1C=CN=C1)=O.N, predict the reaction product. The product is: [Cl:1][C:2]1[CH:3]=[CH:4][C:5]([F:29])=[C:6]([C:8]2[N:13]=[C:12]([NH:14][C:15]3[C:20]([C:21]([NH2:32])=[O:22])=[CH:19][N:18]=[CH:17][CH:16]=3)[C:11]3[CH2:24][C:25]([CH3:27])([CH3:28])[CH2:26][C:10]=3[N:9]=2)[CH:7]=1. (4) The product is: [CH3:11][O:12][CH2:13][CH2:14][CH2:15][N:16]1[C:21]2[CH:22]=[C:23]([CH2:26][O:27][C@H:28]3[CH2:33][N:32]([S:34]([C:37]4[CH:38]=[CH:39][C:40]([CH3:43])=[CH:41][CH:42]=4)(=[O:35])=[O:36])[C@H:31]([CH2:44][C:45]([NH:48][C:8](=[O:10])[CH2:7][CH:6]4[CH2:1][CH2:2][O:3][CH2:4][CH2:5]4)([CH3:46])[CH3:47])[CH2:30][CH2:29]3)[CH:24]=[CH:25][C:20]=2[O:19][CH2:18][CH2:17]1. Given the reactants [CH2:1]1[CH:6]([CH2:7][C:8]([OH:10])=O)[CH2:5][CH2:4][O:3][CH2:2]1.[CH3:11][O:12][CH2:13][CH2:14][CH2:15][N:16]1[C:21]2[CH:22]=[C:23]([CH2:26][O:27][C@H:28]3[CH2:33][N:32]([S:34]([C:37]4[CH:42]=[CH:41][C:40]([CH3:43])=[CH:39][CH:38]=4)(=[O:36])=[O:35])[C@H:31]([CH2:44][C:45]([NH2:48])([CH3:47])[CH3:46])[CH2:30][CH2:29]3)[CH:24]=[CH:25][C:20]=2[O:19][CH2:18][CH2:17]1.C(N(CC)CC)C.O, predict the reaction product. (5) Given the reactants [F:1][C:2]1[CH:7]=[CH:6][C:5]([OH:8])=[CH:4][N:3]=1.[H-].[Na+].[CH2:11](Cl)[C:12]1[CH:17]=[CH:16][CH:15]=[CH:14][CH:13]=1.O, predict the reaction product. The product is: [CH2:11]([O:8][C:5]1[CH:6]=[CH:7][C:2]([F:1])=[N:3][CH:4]=1)[C:12]1[CH:17]=[CH:16][CH:15]=[CH:14][CH:13]=1. (6) Given the reactants [Cl:1][C:2]1[CH:27]=[CH:26][C:5]2[N:6]=[C:7]([NH:9][C:10]3[N:14]([CH2:15][CH2:16][O:17][CH3:18])[C:13]4[CH:19]=[CH:20][C:21]([C:23](O)=[O:24])=[CH:22][C:12]=4[N:11]=3)[S:8][C:4]=2[CH:3]=1.[C:28]([O:32][C:33]([N:35]1[CH2:40][CH2:39][CH:38]([CH2:41][NH2:42])[CH2:37][CH2:36]1)=[O:34])([CH3:31])([CH3:30])[CH3:29].CN(C(ON1N=NC2C=CC=CC1=2)=[N+](C)C)C.F[P-](F)(F)(F)(F)F.CCN(C(C)C)C(C)C, predict the reaction product. The product is: [C:28]([O:32][C:33]([N:35]1[CH2:40][CH2:39][CH:38]([CH2:41][NH:42][C:23]([C:21]2[CH:20]=[CH:19][C:13]3[N:14]([CH2:15][CH2:16][O:17][CH3:18])[C:10]([NH:9][C:7]4[S:8][C:4]5[CH:3]=[C:2]([Cl:1])[CH:27]=[CH:26][C:5]=5[N:6]=4)=[N:11][C:12]=3[CH:22]=2)=[O:24])[CH2:37][CH2:36]1)=[O:34])([CH3:31])([CH3:30])[CH3:29]. (7) Given the reactants COC(OC)[N:4]([CH3:6])C.[Cl:9][C:10]1[CH:30]=[CH:29][C:13]([O:14][CH2:15][C:16]2[CH:21]=[CH:20][CH:19]=[CH:18][C:17]=2[C:22](=[N:26][O:27][CH3:28])[C:23]([NH2:25])=O)=[CH:12][CH:11]=1.[CH3:31][NH:32]N.C(O)(=O)C, predict the reaction product. The product is: [CH3:28][O:27][N:26]=[C:22]([C:23]1[N:4]([CH3:6])[N:32]=[CH:31][N:25]=1)[C:17]1[CH:18]=[CH:19][CH:20]=[CH:21][C:16]=1[CH2:15][O:14][C:13]1[CH:29]=[CH:30][C:10]([Cl:9])=[CH:11][CH:12]=1. (8) Given the reactants [C:1]([O:5][CH2:6][C:7]1[CH:8]=[C:9]([C:13]2[N:21]3[C:16]([CH:17]=[N:18][C:19](O)=[N:20]3)=[CH:15][CH:14]=2)[CH:10]=[CH:11][CH:12]=1)([CH3:4])([CH3:3])[CH3:2].[NH2:23][C:24]1[CH:25]=[C:26]([CH:31]=[CH:32][CH:33]=1)[NH:27][C:28](=[O:30])[CH3:29], predict the reaction product. The product is: [C:1]([O:5][CH2:6][C:7]1[CH:8]=[C:9]([C:13]2[N:21]3[C:16]([CH:17]=[N:18][C:19]([NH:23][C:24]4[CH:25]=[C:26]([NH:27][C:28](=[O:30])[CH3:29])[CH:31]=[CH:32][CH:33]=4)=[N:20]3)=[CH:15][CH:14]=2)[CH:10]=[CH:11][CH:12]=1)([CH3:4])([CH3:3])[CH3:2].